Regression. Given a peptide amino acid sequence and an MHC pseudo amino acid sequence, predict their binding affinity value. This is MHC class I binding data. From a dataset of Peptide-MHC class I binding affinity with 185,985 pairs from IEDB/IMGT. The peptide sequence is YLCEDTITY. The MHC is HLA-B46:01 with pseudo-sequence HLA-B46:01. The binding affinity (normalized) is 0.0847.